This data is from Full USPTO retrosynthesis dataset with 1.9M reactions from patents (1976-2016). The task is: Predict the reactants needed to synthesize the given product. (1) Given the product [CH:3]1[C:4]2[C:9](=[CH:8][CH:7]=[CH:6][CH:5]=2)[CH:10]=[CH:11][C:2]=1[C:17]1[NH:18][CH:19]=[CH:20][N:21]=1, predict the reactants needed to synthesize it. The reactants are: [B-](F)(F)(F)[C:2]1[CH:11]=[CH:10][C:9]2[C:4](=[CH:5][CH:6]=[CH:7][CH:8]=2)[CH:3]=1.[K+].Br[C:17]1[NH:18][CH:19]=[CH:20][N:21]=1.C([O-])([O-])=O.[K+].[K+]. (2) Given the product [F:24][C:23]1[CH:22]=[C:21]([NH:25][S:26]([CH3:29])(=[O:28])=[O:27])[C:20]([CH3:30])=[CH:19][C:18]=1[C@H:16]([NH:15][C:11]([C:3]1[CH2:2][O:1][C:10]2[C:5]([CH:4]=1)=[CH:6][CH:7]=[CH:8][CH:9]=2)=[O:13])[CH3:17], predict the reactants needed to synthesize it. The reactants are: [O:1]1[C:10]2[C:5](=[CH:6][CH:7]=[CH:8][CH:9]=2)[CH:4]=[C:3]([C:11]([OH:13])=O)[CH2:2]1.Cl.[NH2:15][C@@H:16]([C:18]1[C:23]([F:24])=[CH:22][C:21]([NH:25][S:26]([CH3:29])(=[O:28])=[O:27])=[C:20]([CH3:30])[CH:19]=1)[CH3:17].F[P-](F)(F)(F)(F)F.C[N+](C)=C(N(C)C)ON1C2N=CC=CC=2N=N1.C(N(CC)C(C)C)(C)C. (3) Given the product [Cl:1][C:2]1[C:3]([NH:21][C:22]2[CH:30]=[CH:29][CH:28]=[CH:27][C:23]=2[C:24]([NH:26][CH3:32])=[O:25])=[N:4][C:5]([NH:8][C:9]2[CH:10]=[CH:11][C:12]3[C:18](=[O:19])[NH:17][CH2:16][CH2:15][NH:14][C:13]=3[CH:20]=2)=[N:6][CH:7]=1, predict the reactants needed to synthesize it. The reactants are: [Cl:1][C:2]1[C:3]([NH:21][C:22]2[CH:30]=[CH:29][CH:28]=[CH:27][C:23]=2[C:24]([NH2:26])=[O:25])=[N:4][C:5]([NH:8][C:9]2[CH:10]=[CH:11][C:12]3[C:18](=[O:19])[NH:17][CH2:16][CH2:15][NH:14][C:13]=3[CH:20]=2)=[N:6][CH:7]=1.Cl[C:32]1N=C(NC2C=CC=CC=2C(NC)=O)C(Cl)=CN=1.NC1C=CC2C(=O)NCCNC=2C=1.Cl.O.O1CCOCC1. (4) The reactants are: [CH2:1]([O:3][C:4]([C:6]1[C:14]2[C:9](=[CH:10][CH:11]=[C:12]([OH:15])[CH:13]=2)[N:8]([C:16]2[CH:21]=[CH:20][C:19]([CH:22]([CH3:24])[CH3:23])=[CH:18][CH:17]=2)[C:7]=1[CH2:25][C:26]([O:28][CH2:29][CH3:30])=[O:27])=[O:5])[CH3:2].[Cl:31][C:32]1[CH:33]=[C:34](B(O)O)[CH:35]=[CH:36][CH:37]=1. Given the product [CH2:1]([O:3][C:4]([C:6]1[C:14]2[C:9](=[CH:10][CH:11]=[C:12]([O:15][C:36]3[CH:35]=[CH:34][CH:33]=[C:32]([Cl:31])[CH:37]=3)[CH:13]=2)[N:8]([C:16]2[CH:17]=[CH:18][C:19]([CH:22]([CH3:24])[CH3:23])=[CH:20][CH:21]=2)[C:7]=1[CH2:25][C:26]([O:28][CH2:29][CH3:30])=[O:27])=[O:5])[CH3:2], predict the reactants needed to synthesize it.